This data is from Catalyst prediction with 721,799 reactions and 888 catalyst types from USPTO. The task is: Predict which catalyst facilitates the given reaction. Reactant: [Cl:1][C:2]1[CH:3]=[C:4]([C:9]2([C:24]([F:27])([F:26])[F:25])[O:13][N:12]=[C:11]([C:14]3[CH:22]=[CH:21][C:17]([C:18]([NH2:20])=[O:19])=[C:16]([CH3:23])[CH:15]=3)[CH2:10]2)[CH:5]=[C:6]([Cl:8])[CH:7]=1.Br[C:29]1[CH:30]=[N:31][CH:32]=[N:33][CH:34]=1.P([O-])([O-])([O-])=O.[K+].[K+].[K+].CN(C)CCN. Product: [Cl:1][C:2]1[CH:3]=[C:4]([C:9]2([C:24]([F:25])([F:27])[F:26])[O:13][N:12]=[C:11]([C:14]3[CH:22]=[CH:21][C:17]([C:18]([NH:20][C:29]4[CH:30]=[N:31][CH:32]=[N:33][CH:34]=4)=[O:19])=[C:16]([CH3:23])[CH:15]=3)[CH2:10]2)[CH:5]=[C:6]([Cl:8])[CH:7]=1. The catalyst class is: 830.